Dataset: Full USPTO retrosynthesis dataset with 1.9M reactions from patents (1976-2016). Task: Predict the reactants needed to synthesize the given product. (1) Given the product [CH3:1][N:2]1[C:6]([C:7]2[CH:16]=[CH:15][C:10]([C:11]([OH:13])=[O:12])=[CH:9][CH:8]=2)=[CH:5][N:4]=[N:3]1, predict the reactants needed to synthesize it. The reactants are: [CH3:1][N:2]1[C:6]([C:7]2[CH:16]=[CH:15][C:10]([C:11]([O:13]C)=[O:12])=[CH:9][CH:8]=2)=[CH:5][N:4]=[N:3]1.[OH-].[Na+]. (2) Given the product [O:8]1[C:12]2[CH:13]=[CH:14][C:15]([C:17]3[C:18]([O:36][CH2:37][CH2:38][O:39][C:44]4[N:45]=[CH:46][C:41]([Cl:40])=[CH:42][N:43]=4)=[N:19][N:20]([CH3:35])[C:21]=3[NH:22][S:23]([C:26]3[CH:31]=[CH:30][C:29]([CH:32]([CH3:34])[CH3:33])=[CH:28][N:27]=3)(=[O:25])=[O:24])=[CH:16][C:11]=2[O:10][CH2:9]1, predict the reactants needed to synthesize it. The reactants are: O1CCCC1.[H-].[Na+].[O:8]1[C:12]2[CH:13]=[CH:14][C:15]([C:17]3[C:18]([O:36][CH2:37][CH2:38][OH:39])=[N:19][N:20]([CH3:35])[C:21]=3[NH:22][S:23]([C:26]3[CH:31]=[CH:30][C:29]([CH:32]([CH3:34])[CH3:33])=[CH:28][N:27]=3)(=[O:25])=[O:24])=[CH:16][C:11]=2[O:10][CH2:9]1.[Cl:40][C:41]1[CH:42]=[N:43][C:44](S(C)(=O)=O)=[N:45][CH:46]=1. (3) Given the product [ClH:40].[F:28][C:26]1[CH:25]=[CH:24][C:23]([O:29][CH3:30])=[C:22]([CH:27]=1)[CH2:21][N:18]1[C:19](=[O:20])[C@@H:13]([NH:12][C:11](=[O:35])[C@@H:9]([NH:7][CH3:6])[CH3:10])[CH2:14][CH2:15][C:16]2[CH:34]=[CH:33][CH:32]=[CH:31][C:17]1=2, predict the reactants needed to synthesize it. The reactants are: C(O[C:6](=O)[N:7]([C@H:9]([C:11](=[O:35])[NH:12][C@@H:13]1[C:19](=[O:20])[N:18]([CH2:21][C:22]2[CH:27]=[C:26]([F:28])[CH:25]=[CH:24][C:23]=2[O:29][CH3:30])[C:17]2[CH:31]=[CH:32][CH:33]=[CH:34][C:16]=2[CH2:15][CH2:14]1)[CH3:10])C)(C)(C)C.C([Cl:40])(=O)C. (4) Given the product [Br:3][C:4]1[CH:5]=[C:6]2[C:10](=[CH:11][CH:12]=1)[N:9]([CH2:14][CH2:15][CH2:16][CH2:17][CH2:18][CH2:19][CH2:20][CH3:21])[CH:8]=[CH:7]2, predict the reactants needed to synthesize it. The reactants are: [H-].[Na+].[Br:3][C:4]1[CH:5]=[C:6]2[C:10](=[CH:11][CH:12]=1)[NH:9][CH:8]=[CH:7]2.Br[CH2:14][CH2:15][CH2:16][CH2:17][CH2:18][CH2:19][CH2:20][CH3:21]. (5) Given the product [C:1]([O:5][C:6]([N:8]1[CH:13]([CH2:14][CH3:15])[CH2:12][CH:11]([N:16]([CH2:17][C:18]2[CH:19]=[C:20]([C:28]([F:31])([F:29])[F:30])[CH:21]=[C:22]([C:24]([F:27])([F:26])[F:25])[CH:23]=2)[C:41]([O:43][CH3:44])=[O:42])[CH2:10][CH:9]1[CH2:32][CH:33]=[CH2:34])=[O:7])([CH3:4])([CH3:3])[CH3:2], predict the reactants needed to synthesize it. The reactants are: [C:1]([O:5][C:6]([N:8]1[CH:13]([CH2:14][CH3:15])[CH2:12][CH:11]([NH:16][CH2:17][C:18]2[CH:23]=[C:22]([C:24]([F:27])([F:26])[F:25])[CH:21]=[C:20]([C:28]([F:31])([F:30])[F:29])[CH:19]=2)[CH2:10][CH:9]1[CH2:32][CH:33]=[CH2:34])=[O:7])([CH3:4])([CH3:3])[CH3:2].C([O-])(O)=O.[Na+].Cl[C:41]([O:43][CH3:44])=[O:42]. (6) Given the product [CH2:1]([O:8][C:9]1[CH:18]=[C:17]2[C:12]([C:13](=[O:19])[C:14]([Br:22])=[CH:15][NH:16]2)=[CH:11][C:10]=1[O:20][CH3:21])[C:2]1[CH:7]=[CH:6][CH:5]=[CH:4][CH:3]=1, predict the reactants needed to synthesize it. The reactants are: [CH2:1]([O:8][C:9]1[CH:18]=[C:17]2[C:12]([C:13](=[O:19])[CH:14]=[CH:15][NH:16]2)=[CH:11][C:10]=1[O:20][CH3:21])[C:2]1[CH:7]=[CH:6][CH:5]=[CH:4][CH:3]=1.[Br:22]Br. (7) Given the product [Br:17][C:18]1[CH:19]=[CH:20][C:21]([C:24]2[O:28][N:27]=[C:26]([CH3:29])[C:25]=2[CH:30]([C:31]2[N:13]=[N:14][N:15]([CH2:2][C:3]3[CH:8]=[CH:7][CH:6]=[C:5]([C:9]([F:12])([F:11])[F:10])[CH:4]=3)[CH:32]=2)[OH:33])=[CH:22][CH:23]=1, predict the reactants needed to synthesize it. The reactants are: Br[CH2:2][C:3]1[CH:8]=[CH:7][CH:6]=[C:5]([C:9]([F:12])([F:11])[F:10])[CH:4]=1.[N-:13]=[N+:14]=[N-:15].[Na+].[Br:17][C:18]1[CH:23]=[CH:22][C:21]([C:24]2[O:28][N:27]=[C:26]([CH3:29])[C:25]=2[CH:30]([OH:33])[C:31]#[CH:32])=[CH:20][CH:19]=1.O=C1O[C@H]([C@H](CO)O)C([O-])=C1O.[Na+]. (8) Given the product [CH:11]1([C:2]2[CH:9]=[CH:8][C:5]([CH:6]=[O:7])=[CH:4][CH:3]=2)[CH2:14][CH2:13][CH2:12]1, predict the reactants needed to synthesize it. The reactants are: I[C:2]1[CH:9]=[CH:8][C:5]([CH:6]=[O:7])=[CH:4][CH:3]=1.[Br-].[CH:11]1([Zn+])[CH2:14][CH2:13][CH2:12]1. (9) Given the product [CH3:5][N:6]1[C:11]2=[C:12]3[N:16]([C:17]([C:18]4[CH:23]=[CH:22][CH:21]=[CH:20][CH:19]=4)=[C:10]2[C:9](=[O:30])[N:8]([CH3:31])[C:7]1=[O:32])[CH2:15][CH2:14][CH:13]3[C:24]1[O:25][C:26]([CH3:29])=[CH:27][CH:28]=1, predict the reactants needed to synthesize it. The reactants are: C([O-])=O.[NH4+].[CH3:5][N:6]1[C:11]2=[C:12]3[N:16]([C:17]([C:18]4[CH:23]=[CH:22][CH:21]=[CH:20][CH:19]=4)=[C:10]2[C:9](=[O:30])[N:8]([CH3:31])[C:7]1=[O:32])[CH2:15][CH:14]=[C:13]3[C:24]1[O:25][C:26]([CH3:29])=[CH:27][CH:28]=1.C(=O)=O.C(O)C. (10) Given the product [CH2:1]([O:8][C:9](=[O:15])[NH:10][CH2:11][CH2:12][CH:13]1[CH2:14][O:24]1)[C:2]1[CH:7]=[CH:6][CH:5]=[CH:4][CH:3]=1, predict the reactants needed to synthesize it. The reactants are: [CH2:1]([O:8][C:9](=[O:15])[NH:10][CH2:11][CH2:12][CH:13]=[CH2:14])[C:2]1[CH:7]=[CH:6][CH:5]=[CH:4][CH:3]=1.C1C=C(Cl)C=C(C(OO)=[O:24])C=1.